Dataset: Full USPTO retrosynthesis dataset with 1.9M reactions from patents (1976-2016). Task: Predict the reactants needed to synthesize the given product. (1) Given the product [CH3:1][C:2]([C:6]1[N:10]([CH2:11][CH:12]2[CH2:17][CH2:16][O:15][CH2:14][CH2:13]2)[C:9]2[CH:18]=[CH:19][C:20]([S:22]([N:26]3[CH:30]=[C:29]([CH:31]=[O:32])[CH:28]=[N:27]3)(=[O:24])=[O:23])=[CH:21][C:8]=2[N:7]=1)([CH3:5])[CH2:3][CH3:4], predict the reactants needed to synthesize it. The reactants are: [CH3:1][C:2]([C:6]1[N:10]([CH2:11][CH:12]2[CH2:17][CH2:16][O:15][CH2:14][CH2:13]2)[C:9]2[CH:18]=[CH:19][C:20]([S:22](Cl)(=[O:24])=[O:23])=[CH:21][C:8]=2[N:7]=1)([CH3:5])[CH2:3][CH3:4].[NH:26]1[CH:30]=[C:29]([CH:31]=[O:32])[CH:28]=[N:27]1. (2) Given the product [C:21]([CH2:22][CH2:23][C:9]1[N:8]=[C:6]([C:5]2[CH:17]=[CH:18][C:2]([F:1])=[CH:3][CH:4]=2)[O:11][C:10]=1[C:12]1[S:13][CH:14]=[CH:15][CH:16]=1)#[N:24], predict the reactants needed to synthesize it. The reactants are: [F:1][C:2]1[CH:18]=[CH:17][C:5]([C:6]([NH:8][CH2:9][C:10]([C:12]2[S:13][CH:14]=[CH:15][CH:16]=2)=[O:11])=O)=[CH:4][CH:3]=1.[H-].[Na+].[C:21](#[N:24])[CH:22]=[CH2:23]. (3) Given the product [Cl:20][C:21]1[CH:26]=[CH:25][C:24]([N+:27]([O-:29])=[O:28])=[CH:23][C:22]=1[O:1][CH:2]1[CH2:3][CH2:4][N:5]([C:8](=[O:19])[CH2:9][NH:10][C:11]2[C:12](=[O:18])[N:13]([CH3:17])[N:14]=[CH:15][CH:16]=2)[CH2:6][CH2:7]1, predict the reactants needed to synthesize it. The reactants are: [OH:1][CH:2]1[CH2:7][CH2:6][N:5]([C:8](=[O:19])[CH2:9][NH:10][C:11]2[C:12](=[O:18])[N:13]([CH3:17])[N:14]=[CH:15][CH:16]=2)[CH2:4][CH2:3]1.[Cl:20][C:21]1[CH:26]=[CH:25][C:24]([N+:27]([O-:29])=[O:28])=[CH:23][C:22]=1O.